This data is from NCI-60 drug combinations with 297,098 pairs across 59 cell lines. The task is: Regression. Given two drug SMILES strings and cell line genomic features, predict the synergy score measuring deviation from expected non-interaction effect. (1) Drug 1: CC(C1=C(C=CC(=C1Cl)F)Cl)OC2=C(N=CC(=C2)C3=CN(N=C3)C4CCNCC4)N. Synergy scores: CSS=-4.92, Synergy_ZIP=-0.0796, Synergy_Bliss=-4.75, Synergy_Loewe=-7.64, Synergy_HSA=-9.54. Cell line: RPMI-8226. Drug 2: C#CCC(CC1=CN=C2C(=N1)C(=NC(=N2)N)N)C3=CC=C(C=C3)C(=O)NC(CCC(=O)O)C(=O)O. (2) Drug 1: CC=C1C(=O)NC(C(=O)OC2CC(=O)NC(C(=O)NC(CSSCCC=C2)C(=O)N1)C(C)C)C(C)C. Drug 2: B(C(CC(C)C)NC(=O)C(CC1=CC=CC=C1)NC(=O)C2=NC=CN=C2)(O)O. Cell line: HT29. Synergy scores: CSS=57.5, Synergy_ZIP=0.326, Synergy_Bliss=0.289, Synergy_Loewe=-14.1, Synergy_HSA=-1.27. (3) Drug 1: C1CCC(C1)C(CC#N)N2C=C(C=N2)C3=C4C=CNC4=NC=N3. Drug 2: CN1C2=C(C=C(C=C2)N(CCCl)CCCl)N=C1CCCC(=O)O.Cl. Cell line: SF-295. Synergy scores: CSS=3.44, Synergy_ZIP=-1.13, Synergy_Bliss=-0.886, Synergy_Loewe=-1.28, Synergy_HSA=-0.284. (4) Drug 1: C1CCN(CC1)CCOC2=CC=C(C=C2)C(=O)C3=C(SC4=C3C=CC(=C4)O)C5=CC=C(C=C5)O. Drug 2: COC1=C(C=C2C(=C1)N=CN=C2NC3=CC(=C(C=C3)F)Cl)OCCCN4CCOCC4. Cell line: HOP-92. Synergy scores: CSS=29.3, Synergy_ZIP=-1.79, Synergy_Bliss=-2.96, Synergy_Loewe=-1.58, Synergy_HSA=-0.00311.